Task: Predict the product of the given reaction.. Dataset: Forward reaction prediction with 1.9M reactions from USPTO patents (1976-2016) (1) Given the reactants [CH2:1]([C:8]1[O:9][C:10]2[CH:31]=[CH:30][CH:29]=[CH:28][C:11]=2[C:12]=1[C:13]1[CH:18]=[CH:17][C:16](B2OC(C)(C)C(C)(C)O2)=[CH:15][CH:14]=1)[C:2]1[CH:7]=[CH:6][CH:5]=[CH:4][CH:3]=1.CS(C)=O.Br[C:37]1[CH:42]=[CH:41][C:40]([C:43](=[O:55])[CH2:44][CH:45]2[C:50](=[O:51])[O:49][C:48]([CH3:53])([CH3:52])[O:47][C:46]2=[O:54])=[CH:39][CH:38]=1.P([O-])([O-])([O-])=O.[K+].[K+].[K+], predict the reaction product. The product is: [CH2:1]([C:8]1[O:9][C:10]2[CH:31]=[CH:30][CH:29]=[CH:28][C:11]=2[C:12]=1[C:13]1[CH:14]=[CH:15][C:16]([C:37]2[CH:42]=[CH:41][C:40]([C:43](=[O:55])[CH2:44][CH:45]3[C:50](=[O:51])[O:49][C:48]([CH3:53])([CH3:52])[O:47][C:46]3=[O:54])=[CH:39][CH:38]=2)=[CH:17][CH:18]=1)[C:2]1[CH:3]=[CH:4][CH:5]=[CH:6][CH:7]=1. (2) Given the reactants [CH2:1]([O:8][C:9]1[C:10]([NH:16][C:17]([NH2:19])=[S:18])=[N:11][CH:12]=[C:13]([Br:15])[CH:14]=1)[C:2]1[CH:7]=[CH:6][CH:5]=[CH:4][CH:3]=1.C(N(CC)CC)C.Br[CH2:28][C:29]([CH:31]1[CH2:36][CH2:35][N:34](C(OC(C)(C)C)=O)[CH2:33][CH2:32]1)=O.[ClH:44], predict the reaction product. The product is: [ClH:44].[ClH:44].[CH2:1]([O:8][C:9]1[C:10]([NH:16][C:17]2[S:18][CH:28]=[C:29]([CH:31]3[CH2:36][CH2:35][NH:34][CH2:33][CH2:32]3)[N:19]=2)=[N:11][CH:12]=[C:13]([Br:15])[CH:14]=1)[C:2]1[CH:7]=[CH:6][CH:5]=[CH:4][CH:3]=1. (3) Given the reactants [H-].[Na+].[Cl:3][C:4]1[CH:5]=[CH:6][C:7]2[N:13](Cl)[C:12]3[CH:15]=[CH:16][CH:17]=[CH:18][C:11]=3[CH:10]=[N:9][C:8]=2[CH:19]=1.[CH3:20]I.[NH:22]1[CH2:27][CH2:26][NH:25][CH2:24][CH2:23]1.Cl, predict the reaction product. The product is: [Cl:3][C:4]1[CH:5]=[CH:6][C:7]2[N:13]([CH3:20])[C:12]3[CH:15]=[CH:16][CH:17]=[CH:18][C:11]=3[C:10]([N:22]3[CH2:27][CH2:26][NH:25][CH2:24][CH2:23]3)=[N:9][C:8]=2[CH:19]=1.